Dataset: Forward reaction prediction with 1.9M reactions from USPTO patents (1976-2016). Task: Predict the product of the given reaction. (1) Given the reactants [CH2:1]([N:6]1[C:14]2[C:9](=[CH:10][CH:11]=[CH:12][CH:13]=2)[C:8]2([C:18]3[CH:19]=[N+:20]([O-])[CH:21]=[CH:22][C:17]=3[O:16][CH2:15]2)[C:7]1=[O:24])[CH2:2][CH2:3][CH2:4][CH3:5].C(N(CC)CC)C.FC(F)(F)C(OC(=O)C(F)(F)F)=[O:35].[OH-].[Na+], predict the reaction product. The product is: [CH2:1]([N:6]1[C:14]2[C:9](=[CH:10][CH:11]=[CH:12][CH:13]=2)[C:8]2([C:18]3[C:19](=[O:35])[NH:20][CH:21]=[CH:22][C:17]=3[O:16][CH2:15]2)[C:7]1=[O:24])[CH2:2][CH2:3][CH2:4][CH3:5]. (2) Given the reactants [Br:1][C:2]1[CH:11]=[CH:10][C:5]([C:6]([O:8][CH3:9])=[O:7])=[CH:4][C:3]=1[CH:12]=[O:13].[BH4-].[Na+], predict the reaction product. The product is: [Br:1][C:2]1[CH:11]=[CH:10][C:5]([C:6]([O:8][CH3:9])=[O:7])=[CH:4][C:3]=1[CH2:12][OH:13]. (3) Given the reactants Cl[C:2]1[CH:3]=[C:4]([NH:24][CH2:25][CH:26]([CH3:28])[CH3:27])[C:5]2[N:6]([C:8]([C:11]3[CH:22]=[CH:21][C:14]([C:15]([NH:17][CH:18]4[CH2:20][CH2:19]4)=[O:16])=[C:13]([CH3:23])[CH:12]=3)=[CH:9][N:10]=2)[N:7]=1.[NH:29]1[C:33](B(O)O)=[CH:32][CH:31]=[N:30]1.C(=O)(O)[O-].[Na+], predict the reaction product. The product is: [CH:18]1([NH:17][C:15](=[O:16])[C:14]2[CH:21]=[CH:22][C:11]([C:8]3[N:6]4[N:7]=[C:2]([C:31]5[NH:30][N:29]=[CH:33][CH:32]=5)[CH:3]=[C:4]([NH:24][CH2:25][CH:26]([CH3:28])[CH3:27])[C:5]4=[N:10][CH:9]=3)=[CH:12][C:13]=2[CH3:23])[CH2:20][CH2:19]1. (4) The product is: [F:1][C:2]1[CH:3]=[N:4][C:5]2[C:10]([C:11]=1[CH2:12][CH2:13][N:14]1[CH2:15][CH:16]([CH2:18][NH:19][CH2:33][C:30]3[CH:31]=[CH:32][C:26]4[S:25][CH2:24][C:23](=[O:22])[NH:28][C:27]=4[N:29]=3)[CH2:17]1)=[N:9][C:8]([O:20][CH3:21])=[CH:7][CH:6]=2. Given the reactants [F:1][C:2]1[CH:3]=[N:4][C:5]2[C:10]([C:11]=1[CH2:12][CH2:13][N:14]1[CH2:17][CH:16]([CH2:18][NH2:19])[CH2:15]1)=[N:9][C:8]([O:20][CH3:21])=[CH:7][CH:6]=2.[O:22]=[C:23]1[NH:28][C:27]2[N:29]=[C:30]([CH:33]=O)[CH:31]=[CH:32][C:26]=2[S:25][CH2:24]1.[BH4-].[Na+], predict the reaction product. (5) Given the reactants [Br:1][C:2]1[CH:7]=[CH:6][C:5]([C:8]2[CH2:12][CH:11]([CH2:13][OH:14])[O:10][N:9]=2)=[CH:4][C:3]=1[F:15].C(N(CC)CC)C.[Si:23](Cl)([C:26]([CH3:29])([CH3:28])[CH3:27])([CH3:25])[CH3:24], predict the reaction product. The product is: [Br:1][C:2]1[CH:7]=[CH:6][C:5]([C:8]2[CH2:12][CH:11]([CH2:13][O:14][Si:23]([C:26]([CH3:29])([CH3:28])[CH3:27])([CH3:25])[CH3:24])[O:10][N:9]=2)=[CH:4][C:3]=1[F:15]. (6) Given the reactants Cl.[OH:2][NH2:3].CC([O-])=O.[Na+].[CH3:9][C:10]([C:12]1[CH:13]=[CH:14][C:15]([OH:18])=[CH:16][CH:17]=1)=O, predict the reaction product. The product is: [CH3:9][C:10]([NH:3][OH:2])=[C:12]1[CH:13]=[CH:14][C:15](=[O:18])[CH:16]=[CH:17]1. (7) Given the reactants Br[CH2:2][C:3]([C:5]1[S:9][CH:8]2[CH:10]=[CH:11][S:12][CH:7]2[CH:6]=1)=[O:4].[C:13]([N:20]1[CH2:27][CH2:26][CH2:25][C@H:21]1[C:22]([OH:24])=[O:23])([O:15][C:16]([CH3:19])([CH3:18])[CH3:17])=[O:14].CC#N, predict the reaction product. The product is: [S:9]1[C:5]([C:3](=[O:4])[CH2:2][O:24][C:22]([CH:21]2[CH2:25][CH2:26][CH2:27][N:20]2[C:13]([O:15][C:16]([CH3:19])([CH3:18])[CH3:17])=[O:14])=[O:23])=[CH:6][CH:7]2[S:12][CH:11]=[CH:10][CH:8]12.